This data is from Catalyst prediction with 721,799 reactions and 888 catalyst types from USPTO. The task is: Predict which catalyst facilitates the given reaction. (1) Reactant: [CH:1]1([CH:7]([N:11]2[C:15]3[CH:16]=[C:17]([F:21])[C:18]([F:20])=[CH:19][C:14]=3[N:13]=[C:12]2[C:22]2[C:23]([O:30][CH3:31])=[N:24][C:25]([O:28][CH3:29])=[CH:26][CH:27]=2)[C:8]([OH:10])=[O:9])[CH2:6][CH2:5][CH2:4][CH2:3][CH2:2]1.[H-].[Na+].[CH3:34]I.O. Product: [CH3:34][O:9][C:8](=[O:10])[CH:7]([CH:1]1[CH2:6][CH2:5][CH2:4][CH2:3][CH2:2]1)[N:11]1[C:15]2[CH:16]=[C:17]([F:21])[C:18]([F:20])=[CH:19][C:14]=2[N:13]=[C:12]1[C:22]1[C:23]([O:30][CH3:31])=[N:24][C:25]([O:28][CH3:29])=[CH:26][CH:27]=1. The catalyst class is: 42. (2) Reactant: [C:1]([N:4]1[C:13]2[C:8](=[CH:9][C:10]([NH2:14])=[CH:11][CH:12]=2)[C:7]([C:16]2[CH:21]=[CH:20][CH:19]=[CH:18][CH:17]=2)([CH3:15])[CH2:6][C:5]1([CH3:23])[CH3:22])(=[O:3])[CH3:2].[Br:24][CH2:25][C:26](Cl)=[O:27].C(N(CC)C(C)C)(C)C. Product: [C:1]([N:4]1[C:13]2[C:8](=[CH:9][C:10]([NH:14][C:26](=[O:27])[CH2:25][Br:24])=[CH:11][CH:12]=2)[C:7]([C:16]2[CH:21]=[CH:20][CH:19]=[CH:18][CH:17]=2)([CH3:15])[CH2:6][C:5]1([CH3:23])[CH3:22])(=[O:3])[CH3:2]. The catalyst class is: 4. (3) Reactant: Cl[C:2]1[C:11]([CH3:12])=[C:10]([Cl:13])[C:9]2[C:4](=[N:5][CH:6]=[CH:7][CH:8]=2)[N:3]=1.CCCC[Sn]([C:27]1[N:32]=[CH:31][CH:30]=[CH:29][CH:28]=1)(CCCC)CCCC. Product: [Cl:13][C:10]1[C:9]2[C:4](=[N:5][CH:6]=[CH:7][CH:8]=2)[N:3]=[C:2]([C:31]2[CH:30]=[CH:29][CH:28]=[CH:27][N:32]=2)[C:11]=1[CH3:12]. The catalyst class is: 109. (4) Reactant: [CH2:1]([C:19]([OH:58])([CH:38]([OH:57])[CH2:39][CH2:40][CH2:41][CH2:42][CH2:43][CH2:44][CH2:45][CH2:46]/[CH:47]=[CH:48]\[CH2:49]/[CH:50]=[CH:51]\[CH2:52][CH2:53][CH2:54][CH2:55][CH3:56])[CH2:20][CH2:21][CH2:22][CH2:23][CH2:24][CH2:25][CH2:26][CH2:27]/[CH:28]=[CH:29]\[CH2:30]/[CH:31]=[CH:32]\[CH2:33][CH2:34][CH2:35][CH2:36][CH3:37])[CH2:2][CH2:3][CH2:4][CH2:5][CH2:6][CH2:7][CH2:8]/[CH:9]=[CH:10]\[CH2:11]/[CH:12]=[CH:13]\[CH2:14][CH2:15][CH2:16][CH2:17][CH3:18].[CH3:59][N:60]([CH3:68])[CH2:61][CH2:62][CH2:63][CH2:64][C:65](O)=[O:66].CCN=C=NCCCN(C)C.Cl.CCN(C(C)C)C(C)C. Product: [CH3:59][N:60]([CH3:68])[CH2:61][CH2:62][CH2:63][CH2:64][C:65]([O:57][CH:38]([C:19]([OH:58])([CH2:20][CH2:21][CH2:22][CH2:23][CH2:24][CH2:25][CH2:26][CH2:27]/[CH:28]=[CH:29]\[CH2:30]/[CH:31]=[CH:32]\[CH2:33][CH2:34][CH2:35][CH2:36][CH3:37])[CH2:1][CH2:2][CH2:3][CH2:4][CH2:5][CH2:6][CH2:7][CH2:8]/[CH:9]=[CH:10]\[CH2:11]/[CH:12]=[CH:13]\[CH2:14][CH2:15][CH2:16][CH2:17][CH3:18])[CH2:39][CH2:40][CH2:41][CH2:42][CH2:43][CH2:44][CH2:45][CH2:46]/[CH:47]=[CH:48]\[CH2:49]/[CH:50]=[CH:51]\[CH2:52][CH2:53][CH2:54][CH2:55][CH3:56])=[O:66]. The catalyst class is: 166. (5) Reactant: CCN(C(C)C)C(C)C.[CH3:10][O:11][C:12]1[CH:13]=[CH:14][CH:15]=[C:16]2[C:21]=1[O:20][C:19](=[O:22])[C:18]([C:23]([OH:25])=O)=[CH:17]2.CN(C(ON1N=NC2C=CC=NC1=2)=[N+](C)C)C.F[P-](F)(F)(F)(F)F.[C:50]([O:54][C:55]([N:57]1[CH:61]=[CH:60][CH:59]=[C:58]1[C:62]1[CH:67]=[CH:66][CH:65]=[C:64]([NH2:68])[CH:63]=1)=[O:56])([CH3:53])([CH3:52])[CH3:51]. Product: [C:50]([O:54][C:55]([N:57]1[CH:61]=[CH:60][CH:59]=[C:58]1[C:62]1[CH:67]=[CH:66][CH:65]=[C:64]([NH:68][C:23]([C:18]2[C:19](=[O:22])[O:20][C:21]3[C:16]([CH:17]=2)=[CH:15][CH:14]=[CH:13][C:12]=3[O:11][CH3:10])=[O:25])[CH:63]=1)=[O:56])([CH3:53])([CH3:51])[CH3:52]. The catalyst class is: 3. (6) Reactant: [C:1]([O:5][C:6](=[O:9])[CH2:7][NH2:8])([CH3:4])([CH3:3])[CH3:2].[CH:10](=O)[CH:11]([CH3:13])[CH3:12]. Product: [C:1]([O:5][C:6](=[O:9])[CH2:7]/[N:8]=[CH:10]/[CH:11]([CH3:13])[CH3:12])([CH3:4])([CH3:3])[CH3:2]. The catalyst class is: 2.